Dataset: Catalyst prediction with 721,799 reactions and 888 catalyst types from USPTO. Task: Predict which catalyst facilitates the given reaction. (1) Reactant: [CH3:1][S:2][C:3]1[C:4](=[CH:8][CH:9]=[CH:10][CH:11]=1)[C:5]([O-:7])=[O:6].[CH2:12](N(CC)CC)C.[CH:19]1(Br)[CH2:22]C[CH2:20]1.C1C=C(Cl)C=C(C(OO)=O)C=1.[OH-].[Na+]. Product: [CH:1]1([S:2][C:3]2[CH:11]=[CH:10][CH:9]=[CH:8][C:4]=2[C:5]([O:7][CH3:12])=[O:6])[CH2:22][CH2:19][CH2:20]1. The catalyst class is: 85. (2) Reactant: O[CH2:2][CH:3]([C:10]1[C:15]([CH3:16])=[CH:14][C:13]([CH3:17])=[C:12]([CH3:18])[C:11]=1[OH:19])[C:4]1[CH:9]=[CH:8][CH:7]=[CH:6][CH:5]=1. Product: [CH3:16][C:15]1[C:10]2[CH:3]([C:4]3[CH:5]=[CH:6][CH:7]=[CH:8][CH:9]=3)[CH2:2][O:19][C:11]=2[C:12]([CH3:18])=[C:13]([CH3:17])[CH:14]=1. The catalyst class is: 5. (3) Reactant: [CH3:1][C:2]1[CH:3]=[C:4]([CH:8]([C:10]2[CH:15]=[CH:14][CH:13]=[C:12]([CH3:16])[CH:11]=2)O)[CH:5]=[CH:6][CH:7]=1.[BrH:17]. Product: [Br:17][CH:8]([C:10]1[CH:11]=[C:12]([CH3:16])[CH:13]=[CH:14][CH:15]=1)[C:4]1[CH:3]=[C:2]([CH3:1])[CH:7]=[CH:6][CH:5]=1. The catalyst class is: 15. (4) Reactant: [F:1][C:2]1[CH:18]=[CH:17][CH:16]=[C:15]([F:19])[C:3]=1[C:4]([NH:6][C:7]1[C:8]([C:12](O)=O)=[N:9][NH:10][CH:11]=1)=[O:5].[Cl:20][C:21]1[N:26]=[CH:25][C:24]([NH2:27])=[C:23]([NH2:28])[CH:22]=1.C(Cl)CCl.C1C=CC2N(O)N=NC=2C=1.CCN(CC)CC. Product: [Cl:20][C:21]1[N:26]=[CH:25][C:24]2[N:27]=[C:12]([C:8]3[C:7]([NH:6][C:4](=[O:5])[C:3]4[C:2]([F:1])=[CH:18][CH:17]=[CH:16][C:15]=4[F:19])=[CH:11][NH:10][N:9]=3)[NH:28][C:23]=2[CH:22]=1. The catalyst class is: 3. (5) Reactant: [F:1][C:2]([F:41])([F:40])[C:3]1[C:12]([O:13][C@H:14]2[CH2:19][CH2:18][C@@H:17]([C:20]([F:23])([F:22])[F:21])[CH2:16][CH2:15]2)=[CH:11][CH:10]=[C:9]2[C:4]=1[CH:5]=[CH:6][C:7]([CH2:24][C:25]([N:27]1[CH:32]3[CH2:33][CH2:34][CH2:35][CH:28]1[CH2:29][CH:30]([C:36]([O:38][CH3:39])=[O:37])[CH2:31]3)=O)=[CH:8]2.B.C1COCC1. Product: [F:41][C:2]([F:1])([F:40])[C:3]1[C:12]([O:13][C@H:14]2[CH2:15][CH2:16][C@@H:17]([C:20]([F:22])([F:23])[F:21])[CH2:18][CH2:19]2)=[CH:11][CH:10]=[C:9]2[C:4]=1[CH:5]=[CH:6][C:7]([CH2:24][CH2:25][N:27]1[CH:28]3[CH2:35][CH2:34][CH2:33][CH:32]1[CH2:31][CH:30]([C:36]([O:38][CH3:39])=[O:37])[CH2:29]3)=[CH:8]2. The catalyst class is: 20. (6) Reactant: C(OC([NH:8][C:9]1[CH:18]=[CH:17][C:16]([C:19]([F:22])([F:21])[F:20])=[CH:15][C:10]=1[C:11]([O:13][CH3:14])=[O:12])=O)(C)(C)C. Product: [NH2:8][C:9]1[CH:18]=[CH:17][C:16]([C:19]([F:20])([F:21])[F:22])=[CH:15][C:10]=1[C:11]([O:13][CH3:14])=[O:12]. The catalyst class is: 557. (7) Reactant: [OH-].[Na+].C[O:4][C:5](=[O:28])[C:6]1[C:11]([NH:12][C:13]2[CH:18]=[CH:17][C:16]([I:19])=[CH:15][C:14]=2[F:20])=[CH:10][N:9]=[CH:8][C:7]=1[C:21]1[CH:26]=[CH:25][CH:24]=[CH:23][C:22]=1[Cl:27]. Product: [Cl:27][C:22]1[CH:23]=[CH:24][CH:25]=[CH:26][C:21]=1[C:7]1[CH:8]=[N:9][CH:10]=[C:11]([NH:12][C:13]2[CH:18]=[CH:17][C:16]([I:19])=[CH:15][C:14]=2[F:20])[C:6]=1[C:5]([OH:28])=[O:4]. The catalyst class is: 5. (8) Reactant: [F:1][CH:2]([F:41])[C:3]1[C:8]([F:9])=[C:7]([S:10](=[O:20])(=[O:19])[NH:11][C@@H:12]([CH2:17][CH3:18])[C:13]([F:16])([F:15])[F:14])[CH:6]=[CH:5][C:4]=1[C:21]1[S:25][C:24]([C:26]2[N:30]=[C:29]([CH2:31][C:32]([CH3:38])([CH3:37])[C:33]([O:35][CH3:36])=[O:34])[O:28][N:27]=2)=[N:23][C:22]=1[CH2:39][OH:40]. Product: [F:41][CH:2]([F:1])[C:3]1[C:8]([F:9])=[C:7]([S:10](=[O:19])(=[O:20])[NH:11][C@@H:12]([CH2:17][CH3:18])[C:13]([F:16])([F:15])[F:14])[CH:6]=[CH:5][C:4]=1[C:21]1[S:25][C:24]([C:26]2[N:30]=[C:29]([CH2:31][C:32]([CH3:38])([CH3:37])[C:33]([O:35][CH3:36])=[O:34])[O:28][N:27]=2)=[N:23][C:22]=1[CH:39]=[O:40]. The catalyst class is: 177.